This data is from Forward reaction prediction with 1.9M reactions from USPTO patents (1976-2016). The task is: Predict the product of the given reaction. (1) Given the reactants [CH:1]([C:3]1[CH:8]=[C:7]([C@@H:9]([NH:12][C:13]([C:15]2[C:16]3[CH:23]=[N:22][N:21]([C:24]4[CH:29]=[CH:28][C:27]([F:30])=[CH:26][CH:25]=4)[C:17]=3[CH:18]=[N:19][CH:20]=2)=[O:14])[CH2:10][CH3:11])[CH:6]=[CH:5][N:4]=1)=[O:2].[BH4-].[Na+], predict the reaction product. The product is: [OH:2][CH2:1][C:3]1[CH:8]=[C:7]([C@@H:9]([NH:12][C:13]([C:15]2[C:16]3[CH:23]=[N:22][N:21]([C:24]4[CH:25]=[CH:26][C:27]([F:30])=[CH:28][CH:29]=4)[C:17]=3[CH:18]=[N:19][CH:20]=2)=[O:14])[CH2:10][CH3:11])[CH:6]=[CH:5][N:4]=1. (2) Given the reactants Br[C:2]1[CH:3]=[N:4][CH:5]=[C:6]([CH3:8])[CH:7]=1.[C:9]([C:11]1[CH:16]=[CH:15][C:14]([F:17])=[CH:13][CH:12]=1)#[CH:10], predict the reaction product. The product is: [F:17][C:14]1[CH:15]=[CH:16][C:11]([C:9]#[C:10][C:2]2[CH:3]=[N:4][CH:5]=[C:6]([CH3:8])[CH:7]=2)=[CH:12][CH:13]=1. (3) Given the reactants C[O:2][C:3](=[O:34])[CH2:4][C@@H:5]([N:17]1[CH2:25][C:24]2[C:19](=[C:20]([NH:27][C:28]([CH:30]3[CH2:32][CH2:31]3)=[O:29])[CH:21]=[CH:22][C:23]=2[Cl:26])[C:18]1=[O:33])[C:6]1[CH:11]=[CH:10][C:9]([O:12][CH3:13])=[C:8]([O:14][CH2:15][CH3:16])[CH:7]=1.[OH-].[Na+].O, predict the reaction product. The product is: [Cl:26][C:23]1[CH:22]=[CH:21][C:20]([NH:27][C:28]([CH:30]2[CH2:31][CH2:32]2)=[O:29])=[C:19]2[C:24]=1[CH2:25][N:17]([C@@H:5]([C:6]1[CH:11]=[CH:10][C:9]([O:12][CH3:13])=[C:8]([O:14][CH2:15][CH3:16])[CH:7]=1)[CH2:4][C:3]([OH:34])=[O:2])[C:18]2=[O:33]. (4) Given the reactants Cl.Cl.[CH3:3][N:4]1[CH2:9][CH2:8][N:7]([CH2:10][C:11]2[CH:19]=[CH:18][C:14]([C:15]([OH:17])=O)=[CH:13][CH:12]=2)[CH2:6][CH2:5]1.O=S(Cl)Cl.[NH2:24][C:25]1[CH:26]=[CH:27][C:28]([CH3:44])=[C:29]([NH:31][C:32]2C=[C:36]([C:38]3[CH:39]=[N:40][CH:41]=[CH:42][CH:43]=3)[CH:35]=[CH:34][N:33]=2)[CH:30]=1.[NH4+:45].[OH-], predict the reaction product. The product is: [CH3:44][C:28]1[CH:27]=[CH:26][C:25]([NH:24][C:15]([C:14]2[CH:18]=[CH:19][C:11]([CH2:10][N:7]3[CH2:6][CH2:5][N:4]([CH3:3])[CH2:9][CH2:8]3)=[CH:12][CH:13]=2)=[O:17])=[CH:30][C:29]=1[NH:31][C:32]1[N:33]=[CH:34][CH:35]=[C:36]([C:38]2[CH:43]=[CH:42][CH:41]=[N:40][CH:39]=2)[N:45]=1. (5) Given the reactants Cl[C:2]1[CH:3]=[C:4]2[C:13](=[CH:14][N:15]=1)[C:12]1[N:8]([CH:9]=[C:10]([C:16]3[N:20]([CH:21]([CH3:23])[CH3:22])[N:19]=[CH:18][N:17]=3)[N:11]=1)[CH2:7][CH2:6][O:5]2.[CH2:24]([N:30]1[CH2:34][CH2:33][CH2:32][CH2:31]1)[CH:25]1[CH2:29][CH2:28][CH2:27][NH:26]1, predict the reaction product. The product is: [CH:21]([N:20]1[C:16]([C:10]2[N:11]=[C:12]3[C:13]4[CH:14]=[N:15][C:2]([N:26]5[CH2:27][CH2:28][CH2:29][CH:25]5[CH2:24][N:30]5[CH2:34][CH2:33][CH2:32][CH2:31]5)=[CH:3][C:4]=4[O:5][CH2:6][CH2:7][N:8]3[CH:9]=2)=[N:17][CH:18]=[N:19]1)([CH3:23])[CH3:22]. (6) Given the reactants [CH2:1]([N:3]([CH2:20][CH3:21])[CH2:4][CH2:5][N:6]1[CH2:12][CH2:11][CH2:10][C:9]2[NH:13][C:14]([CH:17]=O)=[C:15]([CH3:16])[C:8]=2[C:7]1=[O:19])[CH3:2].[Cl:22][C:23]1[CH:28]=[CH:27][CH:26]=[C:25]([Cl:29])[C:24]=1[CH2:30][S:31]([C:34]1[CH:35]=[C:36]2[C:40](=[CH:41][CH:42]=1)[NH:39][C:38](=[O:43])[CH2:37]2)(=[O:33])=[O:32].N1CCCCC1, predict the reaction product. The product is: [Cl:22][C:23]1[CH:28]=[CH:27][CH:26]=[C:25]([Cl:29])[C:24]=1[CH2:30][S:31]([C:34]1[CH:35]=[C:36]2[C:40](=[CH:41][CH:42]=1)[NH:39][C:38](=[O:43])/[C:37]/2=[CH:17]\[C:14]1[NH:13][C:9]2[CH2:10][CH2:11][CH2:12][N:6]([CH2:5][CH2:4][N:3]([CH2:20][CH3:21])[CH2:1][CH3:2])[C:7](=[O:19])[C:8]=2[C:15]=1[CH3:16])(=[O:32])=[O:33]. (7) Given the reactants [CH3:1][O:2][C:3](=[O:19])[CH2:4][S:5][CH2:6][C:7]1[C:16]2[CH2:15][CH2:14][CH2:13][C:12](=[O:17])[C:11]=2[CH:10]=[CH:9][C:8]=1[OH:18].[N:20]1([CH2:25][C@@H:26]([C:28]2[CH:33]=[CH:32][CH:31]=[CH:30][CH:29]=2)O)[CH:24]=[CH:23][N:22]=[CH:21]1.C1C=CC(P(C2C=CC=CC=2)C2C=CC=CC=2)=CC=1.N(C(OCC)=O)=NC(OCC)=O, predict the reaction product. The product is: [CH3:1][O:2][C:3](=[O:19])[CH2:4][S:5][CH2:6][C:7]1[C:16]2[CH2:15][CH2:14][CH2:13][C:12](=[O:17])[C:11]=2[CH:10]=[CH:9][C:8]=1[O:18][C@@H:26]([C:28]1[CH:33]=[CH:32][CH:31]=[CH:30][CH:29]=1)[CH2:25][N:20]1[CH:24]=[CH:23][N:22]=[CH:21]1. (8) Given the reactants [Cl:1][C:2]1[CH:9]=[C:8]([OH:10])[CH:7]=[CH:6][C:3]=1[CH:4]=O.S([O-])([O-])(=O)=O.[Mg+2].Cl.[NH2:18][CH2:19][C:20]([O:22][C:23]([CH3:26])([CH3:25])[CH3:24])=[O:21], predict the reaction product. The product is: [Cl:1][C:2]1[CH:9]=[C:8]([OH:10])[CH:7]=[CH:6][C:3]=1[CH2:4][NH:18][CH2:19][C:20]([O:22][C:23]([CH3:26])([CH3:25])[CH3:24])=[O:21]. (9) Given the reactants [Cl:1][C:2]1[CH:3]=[C:4]([CH:31]=[CH:32][C:33]=1[F:34])[CH2:5][O:6][C:7]1[N:12]=[CH:11][C:10]([NH:13][C:14]2[C:23]3[C:18](=[CH:19][C:20]([O:26][CH2:27][CH2:28][CH2:29]Cl)=[C:21]([O:24][CH3:25])[CH:22]=3)[N:17]=[CH:16][N:15]=2)=[CH:9][N:8]=1.[NH2:35][C:36]([CH3:41])([CH3:40])[CH2:37][CH2:38][OH:39], predict the reaction product. The product is: [Cl:1][C:2]1[CH:3]=[C:4]([CH:31]=[CH:32][C:33]=1[F:34])[CH2:5][O:6][C:7]1[N:12]=[CH:11][C:10]([NH:13][C:14]2[C:23]3[C:18](=[CH:19][C:20]([O:26][CH2:27][CH2:28][CH2:29][NH:35][C:36]([CH3:41])([CH3:40])[CH2:37][CH2:38][OH:39])=[C:21]([O:24][CH3:25])[CH:22]=3)[N:17]=[CH:16][N:15]=2)=[CH:9][N:8]=1.